Dataset: TCR-epitope binding with 47,182 pairs between 192 epitopes and 23,139 TCRs. Task: Binary Classification. Given a T-cell receptor sequence (or CDR3 region) and an epitope sequence, predict whether binding occurs between them. (1) Result: 1 (the TCR binds to the epitope). The TCR CDR3 sequence is CASSLGGAGELFF. The epitope is KLSYGIATV. (2) The epitope is RIFTIGTVTLK. The TCR CDR3 sequence is CASSRTGGAGDTGELFF. Result: 1 (the TCR binds to the epitope). (3) The epitope is FSKQLQQSM. The TCR CDR3 sequence is CASTSAGTPDNEQFF. Result: 0 (the TCR does not bind to the epitope). (4) The epitope is YFPLQSYGF. The TCR CDR3 sequence is CASSSLLTPVLQYF. Result: 1 (the TCR binds to the epitope). (5) The epitope is YYRRATRRIR. The TCR CDR3 sequence is CASSQPTGEVGYTF. Result: 0 (the TCR does not bind to the epitope). (6) The epitope is KMKDLSPRW. The TCR CDR3 sequence is CSALADTQYF. Result: 0 (the TCR does not bind to the epitope).